From a dataset of Full USPTO retrosynthesis dataset with 1.9M reactions from patents (1976-2016). Predict the reactants needed to synthesize the given product. (1) Given the product [NH2:24][CH2:23][C:20]1[C:21]([NH2:22])=[N:13][C:12]([C:10]2[CH:9]=[C:8]3[C:4]([CH:5]=[CH:6][N:7]3[CH3:15])=[C:3]([O:2][CH3:1])[CH:11]=2)=[N:14][C:19]=1[C:18]1[CH:25]=[CH:26][C:27]([Cl:29])=[CH:28][C:17]=1[Cl:16], predict the reactants needed to synthesize it. The reactants are: [CH3:1][O:2][C:3]1[CH:11]=[C:10]([C:12]([NH2:14])=[NH:13])[CH:9]=[C:8]2[C:4]=1[CH:5]=[CH:6][N:7]2[CH3:15].[Cl:16][C:17]1[CH:28]=[C:27]([Cl:29])[CH:26]=[CH:25][C:18]=1[CH:19]=[C:20]([C:23]#[N:24])[C:21]#[N:22]. (2) Given the product [CH:31]1([C:2]2[CH:3]=[N:4][C:5]3[N:6]([N:8]=[CH:9][C:10]=3[C:11]([NH:13][CH:14]([C:19]3[CH:24]=[CH:23][C:22]([O:25][C:26]([F:29])([F:28])[F:27])=[C:21]([F:30])[CH:20]=3)[C:15]([OH:18])([CH3:17])[CH3:16])=[O:12])[CH:7]=2)[CH2:33][CH2:32]1, predict the reactants needed to synthesize it. The reactants are: Br[C:2]1[CH:3]=[N:4][C:5]2[N:6]([N:8]=[CH:9][C:10]=2[C:11]([NH:13][CH:14]([C:19]2[CH:24]=[CH:23][C:22]([O:25][C:26]([F:29])([F:28])[F:27])=[C:21]([F:30])[CH:20]=2)[C:15]([OH:18])([CH3:17])[CH3:16])=[O:12])[CH:7]=1.[CH:31]1(B(O)O)[CH2:33][CH2:32]1.CC(C)([O-])C.[K+].C1(P(C2CCCCC2)C2CCCCC2)CCCCC1. (3) Given the product [C:1]([CH2:3][CH2:4][C:5]1[CH:6]=[C:7]([CH:8]=[CH:9][CH:10]=1)[CH:11]=[O:12])#[N:2], predict the reactants needed to synthesize it. The reactants are: [C:1]([CH2:3][CH2:4][C:5]1[CH:6]=[C:7]([CH:11]2OCC[O:12]2)[CH:8]=[CH:9][CH:10]=1)#[N:2].Cl. (4) Given the product [N:1]([C:2]1[CH:3]=[C:4]([S:10]([NH:13][CH3:14])(=[O:12])=[O:11])[CH:5]=[CH:6][C:7]=1[O:8][CH3:9])=[C:26]=[S:27], predict the reactants needed to synthesize it. The reactants are: [NH2:1][C:2]1[CH:3]=[C:4]([S:10]([NH:13][CH3:14])(=[O:12])=[O:11])[CH:5]=[CH:6][C:7]=1[O:8][CH3:9].C(OC1C=CC=CC=1N=[C:26]=[S:27])(C)C. (5) The reactants are: C(OC([N:8]([C:16]1[CH:21]=[CH:20][C:19]([C:22]2([C:27]3[CH:32]=[CH:31][C:30]([Cl:33])=[CH:29][CH:28]=3)[CH2:24][C:23]2([Cl:26])[Cl:25])=[CH:18][C:17]=1[CH3:34])C(=O)OC(C)(C)C)=O)(C)(C)C.FC(F)(F)C(O)=O. Given the product [Cl:26][C:23]1([Cl:25])[CH2:24][C:22]1([C:19]1[CH:20]=[CH:21][C:16]([NH2:8])=[C:17]([CH3:34])[CH:18]=1)[C:27]1[CH:28]=[CH:29][C:30]([Cl:33])=[CH:31][CH:32]=1, predict the reactants needed to synthesize it. (6) The reactants are: [Cl:1][C:2]1[C:7]2[C:8](=[O:24])[N:9]([CH2:13][C:14]3[CH:19]=[CH:18][C:17]([O:20][CH3:21])=[CH:16][C:15]=3[O:22][CH3:23])[C:10]([CH3:12])([CH3:11])[C:6]=2[C:5]([F:25])=[C:4](Cl)[N:3]=1.[NH2:27][C@@H:28]1[CH2:33][CH2:32][CH2:31][CH2:30][C@@H:29]1[NH:34][C:35](=[O:41])[O:36][C:37]([CH3:40])([CH3:39])[CH3:38].C(N(C(C)C)C(C)C)C. Given the product [Cl:1][C:2]1[C:7]2[C:8](=[O:24])[N:9]([CH2:13][C:14]3[CH:19]=[CH:18][C:17]([O:20][CH3:21])=[CH:16][C:15]=3[O:22][CH3:23])[C:10]([CH3:12])([CH3:11])[C:6]=2[C:5]([F:25])=[C:4]([NH:27][C@@H:28]2[CH2:33][CH2:32][CH2:31][CH2:30][C@@H:29]2[NH:34][C:35](=[O:41])[O:36][C:37]([CH3:39])([CH3:38])[CH3:40])[N:3]=1, predict the reactants needed to synthesize it. (7) Given the product [Cl:22][C:21]1[N:20]=[CH:19][C:18]([C:23]2[S:27][C:26]([NH:28][C:29](=[O:31])[CH3:30])=[N:25][C:24]=2[CH3:32])=[CH:17][C:16]=1[NH:15][S:11]([C:4]1[CH:5]=[CH:6][C:7]([O:9][CH3:10])=[CH:8][C:3]=1[O:2][CH3:1])(=[O:13])=[O:12], predict the reactants needed to synthesize it. The reactants are: [CH3:1][O:2][C:3]1[CH:8]=[C:7]([O:9][CH3:10])[CH:6]=[CH:5][C:4]=1[S:11](Cl)(=[O:13])=[O:12].[NH2:15][C:16]1[CH:17]=[C:18]([C:23]2[S:27][C:26]([NH:28][C:29](=[O:31])[CH3:30])=[N:25][C:24]=2[CH3:32])[CH:19]=[N:20][C:21]=1[Cl:22]. (8) Given the product [C:35]([C:10]1[C:9]2[C:13](=[C:5]([C:3]([OH:4])=[O:2])[CH:6]=[CH:7][CH:8]=2)[N:12]([CH2:14][C:15]([N:17]2[C@H:22]([C:23](=[O:34])[NH:24][CH2:25][C:26]3[CH:31]=[CH:30][CH:29]=[C:28]([Cl:32])[C:27]=3[F:33])[CH2:21][C@@H:20]3[C@H:18]2[CH2:19]3)=[O:16])[CH:11]=1)(=[O:37])[CH3:36], predict the reactants needed to synthesize it. The reactants are: C[O:2][C:3]([C:5]1[CH:6]=[CH:7][CH:8]=[C:9]2[C:13]=1[N:12]([CH2:14][C:15]([N:17]1[C@H:22]([C:23](=[O:34])[NH:24][CH2:25][C:26]3[CH:31]=[CH:30][CH:29]=[C:28]([Cl:32])[C:27]=3[F:33])[CH2:21][C@@H:20]3[C@H:18]1[CH2:19]3)=[O:16])[CH:11]=[C:10]2[C:35](=[O:37])[CH3:36])=[O:4].[Li+].[OH-].Cl.